This data is from NCI-60 drug combinations with 297,098 pairs across 59 cell lines. The task is: Regression. Given two drug SMILES strings and cell line genomic features, predict the synergy score measuring deviation from expected non-interaction effect. (1) Synergy scores: CSS=6.31, Synergy_ZIP=-3.74, Synergy_Bliss=-1.38, Synergy_Loewe=-6.35, Synergy_HSA=-1.57. Cell line: PC-3. Drug 1: CC1=C(C=C(C=C1)C(=O)NC2=CC(=CC(=C2)C(F)(F)F)N3C=C(N=C3)C)NC4=NC=CC(=N4)C5=CN=CC=C5. Drug 2: CC1=C(N=C(N=C1N)C(CC(=O)N)NCC(C(=O)N)N)C(=O)NC(C(C2=CN=CN2)OC3C(C(C(C(O3)CO)O)O)OC4C(C(C(C(O4)CO)O)OC(=O)N)O)C(=O)NC(C)C(C(C)C(=O)NC(C(C)O)C(=O)NCCC5=NC(=CS5)C6=NC(=CS6)C(=O)NCCC[S+](C)C)O. (2) Synergy scores: CSS=37.2, Synergy_ZIP=0.718, Synergy_Bliss=-1.21, Synergy_Loewe=-77.8, Synergy_HSA=-2.05. Drug 2: CN(CC1=CN=C2C(=N1)C(=NC(=N2)N)N)C3=CC=C(C=C3)C(=O)NC(CCC(=O)O)C(=O)O. Drug 1: CN1C2=C(C=C(C=C2)N(CCCl)CCCl)N=C1CCCC(=O)O.Cl. Cell line: HCC-2998. (3) Drug 1: CC1=C(C=C(C=C1)NC(=O)C2=CC=C(C=C2)CN3CCN(CC3)C)NC4=NC=CC(=N4)C5=CN=CC=C5. Drug 2: C1CNP(=O)(OC1)N(CCCl)CCCl. Cell line: HCC-2998. Synergy scores: CSS=-2.77, Synergy_ZIP=3.45, Synergy_Bliss=4.49, Synergy_Loewe=-5.25, Synergy_HSA=-5.05. (4) Drug 2: B(C(CC(C)C)NC(=O)C(CC1=CC=CC=C1)NC(=O)C2=NC=CN=C2)(O)O. Cell line: ACHN. Synergy scores: CSS=44.2, Synergy_ZIP=2.09, Synergy_Bliss=2.68, Synergy_Loewe=2.09, Synergy_HSA=2.13. Drug 1: COC1=C(C=C2C(=C1)N=CN=C2NC3=CC(=C(C=C3)F)Cl)OCCCN4CCOCC4.